Dataset: Forward reaction prediction with 1.9M reactions from USPTO patents (1976-2016). Task: Predict the product of the given reaction. (1) Given the reactants [CH3:1][C:2]1[CH:15]=[CH:14][CH:13]=[CH:12][C:3]=1[N:4]([N+]([O-])=O)[CH2:5][CH2:6][S:7][CH3:8].O.O.[Sn](Cl)Cl.Cl.C1N=C[N:24]([C:27](N2C=NC=C2)=[O:28])C=1, predict the reaction product. The product is: [CH3:1][C:2]1[C:3]2[N:4]([CH2:5][CH2:6][S:7][CH3:8])[C:27](=[O:28])[NH:24][C:12]=2[CH:13]=[CH:14][CH:15]=1. (2) Given the reactants Cl[C:2]([O:4][CH2:5][C:6]1[CH:11]=[CH:10][CH:9]=[CH:8][CH:7]=1)=[O:3].[CH3:12][O:13][C:14](=[O:31])[CH:15]([NH:18][CH2:19][CH:20]1[CH2:23][CH2:22][N:21]1[C:24]([O:26][C:27]([CH3:30])([CH3:29])[CH3:28])=[O:25])[CH2:16][CH3:17].C(N(CC)CC)C, predict the reaction product. The product is: [CH2:5]([O:4][C:2]([N:18]([CH2:19][CH:20]1[CH2:23][CH2:22][N:21]1[C:24]([O:26][C:27]([CH3:28])([CH3:30])[CH3:29])=[O:25])[CH:15]([CH2:16][CH3:17])[C:14]([O:13][CH3:12])=[O:31])=[O:3])[C:6]1[CH:11]=[CH:10][CH:9]=[CH:8][CH:7]=1. (3) Given the reactants [F:1][C:2]1[CH:7]=[C:6]([NH2:8])[CH:5]=[CH:4][C:3]=1[NH:9][CH2:10][CH2:11][CH2:12][N:13]1[CH2:18][CH2:17][O:16][CH2:15][CH2:14]1.C[Al](C)C.[NH:23](/[C:27](/[CH3:33])=[CH:28]\[C:29](OC)=[O:30])[C:24]([CH3:26])=O, predict the reaction product. The product is: [F:1][C:2]1[CH:7]=[C:6]([N:8]2[C:29](=[O:30])[CH:28]=[C:27]([CH3:33])[N:23]=[C:24]2[CH3:26])[CH:5]=[CH:4][C:3]=1[NH:9][CH2:10][CH2:11][CH2:12][N:13]1[CH2:18][CH2:17][O:16][CH2:15][CH2:14]1. (4) The product is: [CH3:1][C:2]1[N:6]([C@@H:7]2[CH2:8][CH2:9][C@H:10]([NH:13][CH2:30][CH:25]3[CH2:24][C:23]4[C:27](=[CH:28][CH:29]=[C:21]([C:20]([F:19])([F:32])[F:33])[CH:22]=4)[CH2:26]3)[CH2:11][CH2:12]2)[C:5]2[CH:14]=[CH:15][C:16]([CH3:18])=[CH:17][C:4]=2[N:3]=1. Given the reactants [CH3:1][C:2]1[N:6]([C@@H:7]2[CH2:12][CH2:11][C@H:10]([NH2:13])[CH2:9][CH2:8]2)[C:5]2[CH:14]=[CH:15][C:16]([CH3:18])=[CH:17][C:4]=2[N:3]=1.[F:19][C:20]([F:33])([F:32])[C:21]1[CH:22]=[C:23]2[C:27](=[CH:28][CH:29]=1)[CH2:26][CH:25]([CH:30]=O)[CH2:24]2, predict the reaction product.